This data is from Reaction yield outcomes from USPTO patents with 853,638 reactions. The task is: Predict the reaction yield, written as a fraction of the theoretical maximum amount of product (1.0 means a 100% yield; for example, 0.34 means a 34% yield). (1) The reactants are [F:1][C:2]([F:13])([F:12])[C:3]1[CH:11]=[CH:10][CH:9]=[CH:8][C:4]=1[C:5]([NH2:7])=[NH:6].[O-]CC.[Na+].C[O:19][C:20](=O)[CH2:21][C:22](=O)[C:23]([CH3:26])([CH3:25])[CH3:24]. The catalyst is C(O)C. The yield is 0.320. The product is [C:23]([C:22]1[N:7]=[C:5]([C:4]2[CH:8]=[CH:9][CH:10]=[CH:11][C:3]=2[C:2]([F:12])([F:13])[F:1])[NH:6][C:20](=[O:19])[CH:21]=1)([CH3:26])([CH3:25])[CH3:24]. (2) The reactants are [C:1]([O:6][CH:7]1[CH:11]2[O:12][C:13](=[O:23])[CH:14]3[CH:15]([C:16]([O:18]C(C)(C)C)=[O:17])[CH:8]1[CH2:9][CH:10]23)(=[O:5])[C:2]([CH3:4])=[CH2:3]. The catalyst is C(O)=O. The product is [C:1]([O:6][CH:7]1[CH:11]2[O:12][C:13](=[O:23])[CH:14]3[CH:15]([C:16]([OH:18])=[O:17])[CH:8]1[CH2:9][CH:10]23)(=[O:5])[C:2]([CH3:4])=[CH2:3]. The yield is 0.810. (3) The reactants are Cl[C:2]1[C:7]([CH:8]=[O:9])=[C:6]([N:10]2[CH2:22][CH2:21][N:13]3[C:14]4[CH2:15][CH2:16][CH2:17][CH2:18][C:19]=4[CH:20]=[C:12]3[C:11]2=[O:23])[N:5]=[CH:4][CH:3]=1.[CH3:24][N:25]1[CH:30]=[C:29](B2OC(C)(C)C(C)(C)O2)[CH:28]=[C:27]([NH:40][C:41]2[CH:46]=[CH:45][CH:44]=[C:43]([N:47]3[CH2:52][CH2:51][N:50]([CH3:53])[CH2:49][CH2:48]3)[N:42]=2)[C:26]1=[O:54]. The catalyst is C1C=CC(P(C2C=CC=CC=2)[C-]2C=CC=C2)=CC=1.C1C=CC(P(C2C=CC=CC=2)[C-]2C=CC=C2)=CC=1.Cl[Pd]Cl.[Fe+2].O1CCCC1. The product is [CH3:24][N:25]1[C:26](=[O:54])[C:27]([NH:40][C:41]2[CH:46]=[CH:45][CH:44]=[C:43]([N:47]3[CH2:48][CH2:49][N:50]([CH3:53])[CH2:51][CH2:52]3)[N:42]=2)=[CH:28][C:29]([C:2]2[C:7]([CH:8]=[O:9])=[C:6]([N:10]3[CH2:22][CH2:21][N:13]4[C:14]5[CH2:15][CH2:16][CH2:17][CH2:18][C:19]=5[CH:20]=[C:12]4[C:11]3=[O:23])[N:5]=[CH:4][CH:3]=2)=[CH:30]1. The yield is 0.760.